From a dataset of TCR-epitope binding with 47,182 pairs between 192 epitopes and 23,139 TCRs. Binary Classification. Given a T-cell receptor sequence (or CDR3 region) and an epitope sequence, predict whether binding occurs between them. The epitope is NLWNTFTRL. The TCR CDR3 sequence is CASSLGTGPLTDTQYF. Result: 0 (the TCR does not bind to the epitope).